Dataset: Forward reaction prediction with 1.9M reactions from USPTO patents (1976-2016). Task: Predict the product of the given reaction. (1) Given the reactants [C:1](#[N:3])[CH3:2].C([Li])CCC.[C:9]([C:11]([CH3:18])([CH3:17])[C:12]([O:14]CC)=O)#[N:10].C(O)(=O)C, predict the reaction product. The product is: [CH3:18][C:11]([CH3:17])([C:12](=[O:14])[CH2:2][C:1]#[N:3])[C:9]#[N:10]. (2) Given the reactants C1CCN2C(=NCCC2)CC1.[Cl:12][C:13]1[CH:49]=[CH:48][C:16]([CH2:17][N:18]2[C:23](=[O:24])[C:22]([C:25]3[O:26][C:27](=[CH2:30])[CH2:28][N:29]=3)=[CH:21][N:20]=[C:19]2[NH:31][C:32]2[CH:37]=[CH:36][C:35]([O:38][CH2:39][C:40]3[CH:45]=[CH:44][C:43]([O:46][CH3:47])=[CH:42][CH:41]=3)=[CH:34][CH:33]=2)=[CH:15][CH:14]=1.C1(C)C=CC=CC=1, predict the reaction product. The product is: [Cl:12][C:13]1[CH:49]=[CH:48][C:16]([CH2:17][N:18]2[C:23](=[O:24])[C:22]([C:25]3[O:26][C:27]([CH3:30])=[CH:28][N:29]=3)=[CH:21][N:20]=[C:19]2[NH:31][C:32]2[CH:37]=[CH:36][C:35]([O:38][CH2:39][C:40]3[CH:45]=[CH:44][C:43]([O:46][CH3:47])=[CH:42][CH:41]=3)=[CH:34][CH:33]=2)=[CH:15][CH:14]=1.